Dataset: Forward reaction prediction with 1.9M reactions from USPTO patents (1976-2016). Task: Predict the product of the given reaction. (1) Given the reactants [NH2:1][C:2]1[N:6]([C:7]2[CH:12]=[CH:11][CH:10]=[CH:9][CH:8]=2)[N:5]=[C:4]([C:13]([O:15][CH2:16][CH3:17])=[O:14])[CH:3]=1.I[C:19]1[CH:24]=[CH:23][CH:22]=[CH:21][CH:20]=1.C(=O)([O-])[O-].[Cs+].[Cs+].C1(P(C2C=CC=CC=2)C2C3OC4C(=CC=CC=4P(C4C=CC=CC=4)C4C=CC=CC=4)C(C)(C)C=3C=CC=2)C=CC=CC=1, predict the reaction product. The product is: [C:7]1([N:6]2[C:2]([NH:1][C:19]3[CH:24]=[CH:23][CH:22]=[CH:21][CH:20]=3)=[CH:3][C:4]([C:13]([O:15][CH2:16][CH3:17])=[O:14])=[N:5]2)[CH:12]=[CH:11][CH:10]=[CH:9][CH:8]=1. (2) The product is: [C:1]([NH:4][C:5]1[CH:10]=[C:9]([C:11]2[N:12]([CH2:27][O:28][CH2:29][CH2:30][Si:31]([CH3:32])([CH3:34])[CH3:33])[C:13]([C:24]([NH2:36])=[O:25])=[C:14]([C:16]3[CH:21]=[CH:20][C:19]([Cl:22])=[CH:18][C:17]=3[Cl:23])[N:15]=2)[CH:8]=[CH:7][N:6]=1)(=[O:3])[CH3:2]. Given the reactants [C:1]([NH:4][C:5]1[CH:10]=[C:9]([C:11]2[N:12]([CH2:27][O:28][CH2:29][CH2:30][Si:31]([CH3:34])([CH3:33])[CH3:32])[C:13]([C:24](O)=[O:25])=[C:14]([C:16]3[CH:21]=[CH:20][C:19]([Cl:22])=[CH:18][C:17]=3[Cl:23])[N:15]=2)[CH:8]=[CH:7][N:6]=1)(=[O:3])[CH3:2].C[N:36](C(ON1N=NC2C=CC=CC1=2)=[N+](C)C)C.[B-](F)(F)(F)F.N.O1CCOCC1, predict the reaction product. (3) Given the reactants Cl[C:2]1[CH:3]=[C:4]([CH:27]=[CH:28][N:29]=1)[C:5]([NH:7][C:8]1[C:17]2[C:12](=[CH:13][CH:14]=[CH:15][CH:16]=2)[C:11]([O:18][CH2:19][CH2:20][N:21]2[CH2:26][CH2:25][O:24][CH2:23][CH2:22]2)=[CH:10][CH:9]=1)=[O:6].[CH3:30][NH:31][CH2:32][CH3:33], predict the reaction product. The product is: [CH2:32]([N:31]([CH3:30])[C:2]1[CH:3]=[C:4]([CH:27]=[CH:28][N:29]=1)[C:5]([NH:7][C:8]1[C:17]2[C:12](=[CH:13][CH:14]=[CH:15][CH:16]=2)[C:11]([O:18][CH2:19][CH2:20][N:21]2[CH2:26][CH2:25][O:24][CH2:23][CH2:22]2)=[CH:10][CH:9]=1)=[O:6])[CH3:33]. (4) Given the reactants ClCCl.C1(P(C2C=CC=CC=2)C2C=CC=CC=2)C=CC=CC=1.[CH3:23][C:24]1[CH:25]=[C:26]([C:41]2[CH:42]=[CH:43][C:44]([CH2:47]O)=[N:45][CH:46]=2)[CH:27]=[C:28]([NH:30][C:31]2[N:36]=[C:35]([C:37]([F:40])([F:39])[F:38])[CH:34]=[CH:33][N:32]=2)[CH:29]=1.C(Br)(Br)(Br)[Br:50], predict the reaction product. The product is: [Br:50][CH2:47][C:44]1[N:45]=[CH:46][C:41]([C:26]2[CH:27]=[C:28]([NH:30][C:31]3[N:36]=[C:35]([C:37]([F:38])([F:40])[F:39])[CH:34]=[CH:33][N:32]=3)[CH:29]=[C:24]([CH3:23])[CH:25]=2)=[CH:42][CH:43]=1. (5) Given the reactants C([O:3][CH:4](OCC)[CH2:5][N:6]1[CH:10]=[C:9]([C:11]2[C:19]3[C:14](=[CH:15][C:16]([F:20])=[CH:17][CH:18]=3)[N:13]([S:21]([C:24]3[CH:29]=[CH:28][CH:27]=[CH:26][CH:25]=3)(=[O:23])=[O:22])[CH:12]=2)[CH:8]=[N:7]1)C.Cl, predict the reaction product. The product is: [F:20][C:16]1[CH:15]=[C:14]2[C:19]([C:11]([C:9]3[CH:8]=[N:7][N:6]([CH2:5][CH:4]=[O:3])[CH:10]=3)=[CH:12][N:13]2[S:21]([C:24]2[CH:25]=[CH:26][CH:27]=[CH:28][CH:29]=2)(=[O:23])=[O:22])=[CH:18][CH:17]=1. (6) Given the reactants P([O-])([O-])([O-])=O.[K+].[K+].[K+].[CH3:9][S:10]([C:13]1[CH:18]=[CH:17][C:16](B(O)O)=[CH:15][CH:14]=1)(=[O:12])=[O:11].Br[C:23]1[C:28]([N+:29]([O-:31])=[O:30])=[CH:27][C:26]([Br:32])=[CH:25][N:24]=1, predict the reaction product. The product is: [Br:32][C:26]1[CH:27]=[C:28]([N+:29]([O-:31])=[O:30])[C:23]([C:16]2[CH:17]=[CH:18][C:13]([S:10]([CH3:9])(=[O:12])=[O:11])=[CH:14][CH:15]=2)=[N:24][CH:25]=1. (7) Given the reactants [CH3:1][NH:2][C:3](=[O:23])[C:4]1[CH:9]=[C:8]([O:10][C:11]2[CH:22]=[CH:21][C:14]3[N:15]=[C:16](S(C)=O)[S:17][C:13]=3[CH:12]=2)[CH:7]=[CH:6][N:5]=1.[CH3:24][N:25]1[CH2:30][CH2:29][N:28]([CH2:31][CH2:32][O:33][C:34]2[CH:40]=[CH:39][CH:38]=[CH:37][C:35]=2[NH2:36])[CH2:27][CH2:26]1, predict the reaction product. The product is: [CH3:1][NH:2][C:3](=[O:23])[C:4]1[CH:9]=[C:8]([O:10][C:11]2[CH:22]=[CH:21][C:14]3[N:15]=[C:16]([NH:36][C:35]4[CH:37]=[CH:38][CH:39]=[CH:40][C:34]=4[O:33][CH2:32][CH2:31][N:28]4[CH2:29][CH2:30][N:25]([CH3:24])[CH2:26][CH2:27]4)[S:17][C:13]=3[CH:12]=2)[CH:7]=[CH:6][N:5]=1.